From a dataset of Antibody developability classification from SAbDab with 2,409 antibodies. Regression/Classification. Given an antibody's heavy chain and light chain sequences, predict its developability. TAP uses regression for 5 developability metrics; SAbDab uses binary classification. (1) The antibody is ['QVQLVQSGAEVKKPGASVKVSCKASGYTFTDYYMHWVRQAPGQGLEWMGETNPRNGGTTYNEKFKGKATMTRDTSTSTAYMELSSLRSEDTAVYYCTIGTSGYDYFDYWGQGTLVTVSS', 'DIVMTQTPLSLSVTPGQPASISCRSSQSIVHSDGNIYLEWYLQKPGQSPKLLIYKVSYRFSGVPDRFSGSGSGTGFTLKISRVEAEDVGVYYCFQASHVPYTFGGGTKLEIK']. Result: 0 (not developable). (2) The antibody is ['EVQLQQSGTVLARPGASVKMSCKASGYTFTNYWMHWIKQRPGQGLEWIGTIYPGNSDTTYSQKFKGKAKLTAVTSTSTAYMELSSLTNEDSAVYYCSRRNYGSSYAMDYWGQGTSVTVSS', 'DVLMTQTPLSLPVSLGDQASISCRSSQNIVHSNGYTYLEWYLQKPGQSPKLLIYTVSNRFSGVPDRFSGSGSGTDFTLKISRVEAEDLGVYYCFRGSHVPTFGGGTKLEIK']. Result: 0 (not developable). (3) The antibody is ['QVQLQESGPGLVKPSETLSLTCTVSGGSVSSNIYYWSWIRQTPGKGLEWLGYFYHSGSSNYNPSLKSRVTISGDMSKNQFSLKLKSVTAADTAIYYCARGGVENLMLVAVIQEMWYFDLWGRGTLVTVSG', 'DIQMTQTPSSLSASVGDRVTITCRASQSIGASLNWYQQKPGEAPKFLIYAASNLQSGVPSRFSGSGSGTDFTLTISSLQPEDFATYYCQQQGTFGQGTKLEIK']. Result: 0 (not developable). (4) The antibody is ['TVTLDESGGGLQAPGGALSLVCKASGFTFSSYDMGWIRQAPGKGLEYVAGITDNGRYASYGSAVDGRATISRDNGQSSVRLQLNNLRAEDTGTYYCARDDGSGWTGNSIDAWGHGTEVIVSE', 'ALTQPSSVSANPGGTVKITCSGSSSAYGYGWYQQKSPGSAPVTVIYNNNKRPSNIPSRFSGSKSGSTGTLTITGVQAEDEAVYFCGSEDSSTDAIFGAGTTLTVL']. Result: 1 (developable). (5) The antibody is ['EVQLQESGPSLVKPSQTLSLTCSVTGDSVTSGYWSWIRQFPGNKLDYMGYISYRGSTYYNPSLKSRISITRDTSKNQVYLQLKSVSSEDTATYYCTYFDSDDYAMEYWGQGTSVTVS', 'QIVLTQSPAIMSASPGEKVTLTCSASSSVSSSHLYWYQQKPGSSPKLWIYSTSNLASGVPARFSGSGSGTSYSLTISSMEAEDAASYFCHQWSSFPFTFGSGTKLEIK']. Result: 0 (not developable). (6) The antibody is ['EVKLVESGGGLVKPGGSLKLSCAASGFTFSTYALSWVRQTADKRLEWVASIVSGGNTYYSGSVKGRFTISRDIARNILYLQMSSLRSEDTAMYYCAREYYGYVGLAYWGQGTLVTVSA', 'DVVVTQTPLSLPVSLGDQASISCRSSQSIVHSNGNSYLEWYLQKPGQSPKLLIYKVSNRFSGVPDRFSGSGSGTDFTLKISRVEAEDLGVYYCFQGSHVPPTFGGGTKLEIK']. Result: 0 (not developable). (7) The antibody is ['EVQLVESGGGLVQPGSPLKLSCAASGLTFSANWLNWIRQAPGKGLEWVASISPDGGSTSYSDTVKGRFVVSKDNAKKTGYLQMNNLRSEDTAMYYCARRATRVSPFDYWGQGVTVTVSS', 'DIQMTQSPSLLSASVGDRVTLSCKASQNIYNYLNWYQQKLGEAPKLLIYYTDRLQTGIPSRFSGDGSGSDYTLTISSLQPEDVATYFCQQYNSRDTFGAGTKLDLK']. Result: 1 (developable). (8) The antibody is ['EVQLVQSGGGLVQPGGSLRLSCAASGFTFNNYWMSWVRQAPGKGLEWVSSISNIGGTIYYPDSVKGRFTISRDNSKNTLYLQMNSLRAEDTAVYYCTRDLRMSDYFDYWGQGTMVTVSS', 'NFMLTQPHSVSESPGKTVTISCTRSTGNIGSNYVSWYQQRPGSSPTTVIYRDDQRPSGVPDRFSGSIDRSSNSASLTISGLKTEDEADYYCHSYSTGMYIFGGGTKLTVL']. Result: 0 (not developable). (9) The antibody is ['EVQLVESGGGLVQPGGSLRLSCAASGFTINGTYIHWVRQAPGKGLEWVGGIYPAGGATYYADSVKGRFTISADTSKNTAYLQMNSLRAEDTAVYYCAKWAWPAFDYWGQGTLVTVSS', 'DIQMTQSPSSLSASVGDRVTITCRASQDVSTAVAWYQQKPGKAPKLLIYSASFLYSGVPSRFSGSGSGTDFTLTISSLQPEDFATYYCQQSNRAPATFGQGTKVEIK']. Result: 0 (not developable). (10) The antibody is ['EVQLVESGGGLVQPGGSLRLSCAASGFNISYSSIHWVRQAPGKGLEWVASISSYYGSTYYADSVKGRFTISADTSKNTAYLQMNSLRAEDTAVYYCARSRGQASWDYWWAMDYWGQGTLVTVSS', 'DIQMTQSPSSLSASVGDRVTITCRASQSVSSAVAWYQQKPGKAPKLLIYSASSLYSGVPSRFSGSRSGTDFTLTISSLQPEDFATYYCQQSSDDPITFGQGTKVEIK']. Result: 0 (not developable).